From a dataset of Catalyst prediction with 721,799 reactions and 888 catalyst types from USPTO. Predict which catalyst facilitates the given reaction. (1) Reactant: [C:1](Cl)(=O)[C:2]([Cl:4])=[O:3].[C:7](/[C:9](/[C:14]1[CH:18]=[CH:17][S:16][CH:15]=1)=C\C(O)=O)#[N:8]. Product: [C:7](/[C:9](/[C:14]1[CH:18]=[CH:17][S:16][CH:15]=1)=[CH:1]\[C:2]([Cl:4])=[O:3])#[N:8]. The catalyst class is: 2. (2) Reactant: [CH3:1][C:2]([C:5]1[CH:9]=[C:8]([C:10]([NH:12][C:13]2[CH:14]=[C:15]([CH:19]=[CH:20][C:21]=2[F:22])[C:16]([OH:18])=O)=[O:11])[N:7]([CH2:23][CH3:24])[N:6]=1)([CH3:4])[CH3:3].[C:25](Cl)(=O)[C:26](Cl)=O.C[N:32](C=O)C. Product: [CH3:1][C:2]([C:5]1[CH:9]=[C:8]([C:10]([NH:12][C:13]2[CH:14]=[C:15]([C:16]([NH:32][CH2:25][CH3:26])=[O:18])[CH:19]=[CH:20][C:21]=2[F:22])=[O:11])[N:7]([CH2:23][CH3:24])[N:6]=1)([CH3:4])[CH3:3]. The catalyst class is: 4. (3) Reactant: Br[C:2]1[CH:9]=[C:8]([F:10])[CH:7]=[CH:6][C:3]=1[C:4]#[N:5].[O:11]1[CH2:15][C:14](=O)[N:13]=[C-:12]1.C([O-])([O-])=[O:18].[K+].[K+].CC1(C)C2C(=C(P(C3C=CC=CC=3)C3C=CC=CC=3)C=CC=2)OC2C(P(C3C=CC=CC=3)C3C=CC=CC=3)=CC=CC1=2. Product: [F:10][C:8]1[CH:7]=[CH:6][C:3]([C:4]#[N:5])=[C:2]([N:13]2[CH2:14][CH2:15][O:11][C:12]2=[O:18])[CH:9]=1. The catalyst class is: 62. (4) Reactant: [CH3:1][O:2][C:3](=[O:17])[C:4]1[CH:9]=[CH:8][C:7]([O:10][CH:11]2[CH2:15][CH:14](Cl)[CH:13]=[CH:12]2)=[CH:6][CH:5]=1.[C:18]1([C@H:28]([NH2:30])[CH3:29])[C:27]2[C:22](=[CH:23][CH:24]=[CH:25][CH:26]=2)[CH:21]=[CH:20][CH:19]=1.C(=O)([O-])[O-].[K+].[K+].CN(C=O)C. Product: [CH3:1][O:2][C:3](=[O:17])[C:4]1[CH:9]=[CH:8][C:7]([O:10][C@H:11]2[CH2:15][C@H:14]([NH:30][C@@H:28]([C:18]3[C:27]4[C:22](=[CH:23][CH:24]=[CH:25][CH:26]=4)[CH:21]=[CH:20][CH:19]=3)[CH3:29])[CH:13]=[CH:12]2)=[CH:6][CH:5]=1. The catalyst class is: 6.